This data is from Catalyst prediction with 721,799 reactions and 888 catalyst types from USPTO. The task is: Predict which catalyst facilitates the given reaction. (1) Reactant: [C:1]([N:8]1[CH2:16][C@H:14]([OH:15])[CH2:13][C@H:9]1[C:10]([OH:12])=O)([O:3][C:4]([CH3:7])([CH3:6])[CH3:5])=[O:2].CN1CCOCC1.C(OC(Cl)=O)C(C)C.[CH2:32]([O:34][C:35]([C@@:37]1([NH2:42])[CH2:39][C@H:38]1[CH:40]=[CH2:41])=[O:36])[CH3:33]. Product: [C:4]([O:3][C:1]([N:8]1[CH2:16][C@H:14]([OH:15])[CH2:13][C@H:9]1[C:10](=[O:12])[NH:42][C@:37]1([C:35]([O:34][CH2:32][CH3:33])=[O:36])[CH2:39][C@H:38]1[CH:40]=[CH2:41])=[O:2])([CH3:5])([CH3:6])[CH3:7]. The catalyst class is: 1. (2) Reactant: [CH2:1]([O:3][CH2:4][CH2:5][O:6][C:7]1[CH:12]=[C:11]([CH3:13])[C:10]([C:14]2[CH:19]=[CH:18][CH:17]=[C:16]([CH2:20][O:21][C:22]3[CH:27]=[CH:26][C:25]([CH2:28][CH2:29][C:30](O)=[O:31])=[C:24]([F:33])[CH:23]=3)[CH:15]=2)=[C:9]([CH3:34])[CH:8]=1)[CH3:2].N.CO.Cl.C([N:41]=C=NCCCN)C.ON1C2C=CC=CC=2N=N1.C1CCN2C(=NCCC2)CC1.C(N(CC)CC)C.C(=O)([O-])O.[Na+]. Product: [CH2:1]([O:3][CH2:4][CH2:5][O:6][C:7]1[CH:12]=[C:11]([CH3:13])[C:10]([C:14]2[CH:19]=[CH:18][CH:17]=[C:16]([CH2:20][O:21][C:22]3[CH:27]=[CH:26][C:25]([CH2:28][CH2:29][C:30]([NH2:41])=[O:31])=[C:24]([F:33])[CH:23]=3)[CH:15]=2)=[C:9]([CH3:34])[CH:8]=1)[CH3:2]. The catalyst class is: 10.